Dataset: Forward reaction prediction with 1.9M reactions from USPTO patents (1976-2016). Task: Predict the product of the given reaction. (1) Given the reactants Cl[C:2]1[C:3]2[C:11]([CH3:12])=[C:10]([CH3:13])[N:9]([C:14]3[C:19]([Br:20])=[CH:18][C:17]([C:21]([F:24])([F:23])[F:22])=[CH:16][C:15]=3[Br:25])[C:4]=2[N:5]=[C:6]([CH3:8])[N:7]=1.[CH2:26]1[O:35][C:29]2([CH2:34][CH2:33][NH:32][CH2:31][CH2:30]2)[O:28][CH2:27]1.C(OCC)(=O)C, predict the reaction product. The product is: [Br:25][C:15]1[CH:16]=[C:17]([C:21]([F:24])([F:23])[F:22])[CH:18]=[C:19]([Br:20])[C:14]=1[N:9]1[C:4]2[N:5]=[C:6]([CH3:8])[N:7]=[C:2]([N:32]3[CH2:33][CH2:34][C:29]4([O:35][CH2:26][CH2:27][O:28]4)[CH2:30][CH2:31]3)[C:3]=2[C:11]([CH3:12])=[C:10]1[CH3:13]. (2) Given the reactants [CH3:1][C:2]1[NH:6][C:5]2[CH:7]=[C:8]([O:12][CH2:13][C:14]3[CH:23]=[CH:22][CH:21]=[CH:20][C:15]=3[C:16]([O:18][CH3:19])=[O:17])[CH:9]=[C:10]([CH3:11])[C:4]=2[N:3]=1.Br[CH2:25][C:26]1[CH:31]=[CH:30][C:29]([C:32]2[CH:37]=[CH:36][CH:35]=[CH:34][CH:33]=2)=[CH:28][C:27]=1[Cl:38].C(=O)([O-])[O-].[K+].[K+], predict the reaction product. The product is: [Cl:38][C:27]1[CH:28]=[C:29]([C:32]2[CH:33]=[CH:34][CH:35]=[CH:36][CH:37]=2)[CH:30]=[CH:31][C:26]=1[CH2:25][N:6]1[C:5]2[CH:7]=[C:8]([O:12][CH2:13][C:14]3[CH:23]=[CH:22][CH:21]=[CH:20][C:15]=3[C:16]([O:18][CH3:19])=[O:17])[CH:9]=[C:10]([CH3:11])[C:4]=2[N:3]=[C:2]1[CH3:1]. (3) The product is: [Cl:1][C:2]1[CH:7]=[CH:6][C:5]([O:8][CH2:18][C:16]([Cl:15])=[CH2:17])=[CH:4][CH:3]=1. Given the reactants [Cl:1][C:2]1[CH:7]=[CH:6][C:5]([OH:8])=[CH:4][CH:3]=1.C(=O)([O-])[O-].[K+].[K+].[Cl:15][CH:16]([CH2:18]Cl)[CH3:17], predict the reaction product. (4) Given the reactants [Cl:1][C:2]1[C:10](OS(C(F)(F)F)(=O)=O)=[CH:9][C:8]([C:19]2[N:20]([C:35]([O:37][C:38]([CH3:41])([CH3:40])[CH3:39])=[O:36])[C:21]3[C:26]([CH:27]=2)=[CH:25][C:24]([CH2:28][N:29]2[CH2:34][CH2:33][CH2:32][CH2:31][CH2:30]2)=[CH:23][CH:22]=3)=[C:7]2[C:3]=1[CH2:4][NH:5][C:6]2=[O:42].[C:43]1(B(O)O)[CH:48]=[CH:47][CH:46]=[CH:45][CH:44]=1.[F-].[Cs+].O, predict the reaction product. The product is: [Cl:1][C:2]1[C:10]([C:43]2[CH:48]=[CH:47][CH:46]=[CH:45][CH:44]=2)=[CH:9][C:8]([C:19]2[N:20]([C:35]([O:37][C:38]([CH3:40])([CH3:41])[CH3:39])=[O:36])[C:21]3[C:26]([CH:27]=2)=[CH:25][C:24]([CH2:28][N:29]2[CH2:30][CH2:31][CH2:32][CH2:33][CH2:34]2)=[CH:23][CH:22]=3)=[C:7]2[C:3]=1[CH2:4][NH:5][C:6]2=[O:42]. (5) Given the reactants C1(C2C=CC=CC=2)C=CC([C@@:7]2([S:30][CH2:31][CH2:32][CH2:33][CH3:34])[CH2:11][N:10]([C:12](=[O:26])[C@@H:13]([NH:18][C:19]([O:21][C:22]([CH3:25])([CH3:24])[CH3:23])=[O:20])[C:14]([CH3:17])([CH3:16])[CH3:15])[C@H:9]([C:27](O)=[O:28])[CH2:8]2)=CC=1.[C:41]1([CH3:51])[CH:46]=[CH:45][C:44](S(O)(=O)=O)=[CH:43][CH:42]=1.[NH2:52][C@:53]1([C:58]([NH:60][S:61]([CH:64]2[CH2:66][CH2:65]2)(=[O:63])=[O:62])=[O:59])[CH2:55][C@H:54]1[CH:56]=[CH2:57].O.CN(C(ON1N=N[C:78]2[CH:79]=[CH:80][CH:81]=N[C:77]1=2)=[N+](C)C)C.F[P-](F)(F)(F)(F)F.C(N(CC)C(C)C)(C)C, predict the reaction product. The product is: [C:51]1([C:41]2[CH:42]=[CH:43][CH:44]=[CH:45][CH:46]=2)[CH:81]=[CH:80][C:79]([C@@:7]2([S:30][CH2:31][CH2:32][CH2:33][CH3:34])[CH2:11][N:10]([C:12](=[O:26])[C@@H:13]([NH:18][C:19](=[O:20])[O:21][C:22]([CH3:24])([CH3:23])[CH3:25])[C:14]([CH3:15])([CH3:16])[CH3:17])[C@H:9]([C:27](=[O:28])[NH:52][C@:53]3([C:58](=[O:59])[NH:60][S:61]([CH:64]4[CH2:66][CH2:65]4)(=[O:63])=[O:62])[CH2:55][C@H:54]3[CH:56]=[CH2:57])[CH2:8]2)=[CH:78][CH:77]=1.